Predict the reaction yield, written as a fraction of the theoretical maximum amount of product (1.0 means a 100% yield; for example, 0.34 means a 34% yield). From a dataset of Reaction yield outcomes from USPTO patents with 853,638 reactions. The reactants are [CH2:1]([O:8][C:9](=[O:35])[NH:10][C@H:11]1[C@@H:14]([CH2:15][N:16]2[CH:21]=[CH:20][CH:19]=[CH:18][C:17]2=[O:22])[N:13](CC2C=CC(OC)=CC=2OC)[C:12]1=[O:34])[C:2]1[CH:7]=[CH:6][CH:5]=[CH:4][CH:3]=1.OP([O-])([O-])=O.[K+].[K+]. The catalyst is C(#N)C.O. The product is [CH2:1]([O:8][C:9](=[O:35])[NH:10][C@H:11]1[C@@H:14]([CH2:15][N:16]2[CH:21]=[CH:20][CH:19]=[CH:18][C:17]2=[O:22])[NH:13][C:12]1=[O:34])[C:2]1[CH:3]=[CH:4][CH:5]=[CH:6][CH:7]=1. The yield is 0.810.